This data is from Peptide-MHC class I binding affinity with 185,985 pairs from IEDB/IMGT. The task is: Regression. Given a peptide amino acid sequence and an MHC pseudo amino acid sequence, predict their binding affinity value. This is MHC class I binding data. (1) The peptide sequence is CYDLMSFLE. The MHC is HLA-A11:01 with pseudo-sequence HLA-A11:01. The binding affinity (normalized) is 0.0847. (2) The MHC is HLA-A25:01 with pseudo-sequence HLA-A25:01. The peptide sequence is VTENKKIQY. The binding affinity (normalized) is 0.0847. (3) The binding affinity (normalized) is 0.369. The peptide sequence is LMGLGKGWPL. The MHC is HLA-A02:17 with pseudo-sequence HLA-A02:17.